Dataset: Blood-brain barrier penetration binary classification data from Martins et al.. Task: Regression/Classification. Given a drug SMILES string, predict its absorption, distribution, metabolism, or excretion properties. Task type varies by dataset: regression for continuous measurements (e.g., permeability, clearance, half-life) or binary classification for categorical outcomes (e.g., BBB penetration, CYP inhibition). Dataset: bbb_martins. (1) The compound is Nc1ncnc2c1ncn2C1OC(CO)C(O)C1O. The result is 1 (penetrates BBB). (2) The drug is CCC(=O)OCC(=O)[C@@]12OC(C)(C)O[C@@H]1CC1C3C[C@H](F)C4=CC(=O)C=CC4(C)[C@@]3(F)C(O)CC12C. The result is 1 (penetrates BBB). (3) The molecule is Cc1nc2c(C)cccn2c(=O)c1CCN1CCC(c2noc3cc(F)ccc23)CC1. The result is 1 (penetrates BBB). (4) The molecule is CC(C)(C)NC(=O)[C@@H]1CN(Cc2cccnc2)CCN1C[C@@H](O)C[C@@H](Cc1ccccc1)C(=O)N[C@H]1c2ccccc2C[C@H]1O. The result is 1 (penetrates BBB). (5) The result is 1 (penetrates BBB). The compound is CN1C(=S)CN=C(c2ccccc2)c2cc(Cl)ccc21.